The task is: Regression. Given a peptide amino acid sequence and an MHC pseudo amino acid sequence, predict their binding affinity value. This is MHC class II binding data.. This data is from Peptide-MHC class II binding affinity with 134,281 pairs from IEDB. (1) The peptide sequence is FLIYITELLKKLQST. The MHC is DRB1_0701 with pseudo-sequence DRB1_0701. The binding affinity (normalized) is 0.549. (2) The peptide sequence is GKAKGSRAIWYMWLG. The MHC is HLA-DQA10501-DQB10402 with pseudo-sequence HLA-DQA10501-DQB10402. The binding affinity (normalized) is 0.599. (3) The peptide sequence is SEDGSADPENPGTAR. The MHC is H-2-IAd with pseudo-sequence H-2-IAd. The binding affinity (normalized) is 0. (4) The peptide sequence is STGGAYESYKFIPALEAAVK. The MHC is HLA-DQA10401-DQB10402 with pseudo-sequence HLA-DQA10401-DQB10402. The binding affinity (normalized) is 0.438. (5) The peptide sequence is KNDVKESKVMEELIR. The MHC is DRB1_0101 with pseudo-sequence DRB1_0101. The binding affinity (normalized) is 0.303. (6) The peptide sequence is NFNQYEAMSCDFNGG. The MHC is DRB1_0101 with pseudo-sequence DRB1_0101. The binding affinity (normalized) is 0.428. (7) The peptide sequence is AATQARAAAAAFEAA. The MHC is DRB1_0701 with pseudo-sequence DRB1_0701. The binding affinity (normalized) is 0.298.